Dataset: Peptide-MHC class I binding affinity with 185,985 pairs from IEDB/IMGT. Task: Regression. Given a peptide amino acid sequence and an MHC pseudo amino acid sequence, predict their binding affinity value. This is MHC class I binding data. (1) The peptide sequence is RAIREYFQF. The MHC is HLA-C15:02 with pseudo-sequence HLA-C15:02. The binding affinity (normalized) is 0.292. (2) The peptide sequence is CRAPRKKGC. The MHC is HLA-B35:01 with pseudo-sequence HLA-B35:01. The binding affinity (normalized) is 0. (3) The peptide sequence is DLKLVDVKL. The MHC is HLA-B44:02 with pseudo-sequence HLA-B44:02. The binding affinity (normalized) is 0.0847. (4) The peptide sequence is AEFPVGSTA. The MHC is HLA-A11:01 with pseudo-sequence HLA-A11:01. The binding affinity (normalized) is 0.0847. (5) The peptide sequence is VLSDLCNFL. The MHC is HLA-B15:17 with pseudo-sequence HLA-B15:17. The binding affinity (normalized) is 0.0847. (6) The peptide sequence is LYNKMEFEPF. The MHC is HLA-A24:02 with pseudo-sequence HLA-A24:02. The binding affinity (normalized) is 0.872. (7) The peptide sequence is YSDIFNNVL. The MHC is HLA-B08:01 with pseudo-sequence HLA-B08:01. The binding affinity (normalized) is 0.0847. (8) The peptide sequence is SLGKSEFQI. The MHC is HLA-A02:01 with pseudo-sequence HLA-A02:01. The binding affinity (normalized) is 0.575.